This data is from Forward reaction prediction with 1.9M reactions from USPTO patents (1976-2016). The task is: Predict the product of the given reaction. (1) Given the reactants Cl[CH2:2][CH2:3][O:4][C:5]1[CH:6]=[C:7]2[C:12](=[CH:13][C:14]=1[O:15][CH3:16])[N:11]=[C:10]([C:17]1[CH:22]=[CH:21][CH:20]=[C:19]([C:23]3[CH:28]=[CH:27][CH:26]=[CH:25][CH:24]=3)[CH:18]=1)[N:9]=[C:8]2[NH:29][C:30]1[CH:31]=[C:32]2[C:36](=[CH:37][CH:38]=1)[N:35](C(OC(C)(C)C)=O)[N:34]=[CH:33]2.[NH:46]1[CH2:51][CH2:50][O:49][CH2:48][CH2:47]1, predict the reaction product. The product is: [C:23]1([C:19]2[CH:18]=[C:17]([C:10]3[N:9]=[C:8]([NH:29][C:30]4[CH:31]=[C:32]5[C:36](=[CH:37][CH:38]=4)[NH:35][N:34]=[CH:33]5)[C:7]4[C:12](=[CH:13][C:14]([O:15][CH3:16])=[C:5]([O:4][CH2:3][CH2:2][N:46]5[CH2:51][CH2:50][O:49][CH2:48][CH2:47]5)[CH:6]=4)[N:11]=3)[CH:22]=[CH:21][CH:20]=2)[CH:28]=[CH:27][CH:26]=[CH:25][CH:24]=1. (2) Given the reactants [C:1]([NH:4][C:5]1[CH:6]=[C:7]2[C:11](=[CH:12][CH:13]=1)[C:10](=[O:14])[CH:9]([CH2:15][CH2:16][CH2:17][CH3:18])[CH2:8]2)(=[O:3])[CH3:2].C[O-:20].[Na+].[CH:22]([C:24]([CH3:26])=O)=[CH2:23], predict the reaction product. The product is: [C:1]([NH:4][C:5]1[CH:6]=[C:7]2[C:11](=[CH:12][CH:13]=1)[C:10](=[O:14])[C:9]([CH2:23][CH2:22][CH2:24][CH3:26])([CH2:15][CH2:16][C:17](=[O:20])[CH3:18])[CH2:8]2)(=[O:3])[CH3:2]. (3) The product is: [CH2:9]([O:8][C:5]1[CH:6]=[CH:7][C:2]([NH:19][C:16]2[CH:17]=[CH:18][N:14]([CH3:13])[N:15]=2)=[N:3][CH:4]=1)[CH:10]([CH3:12])[CH3:11]. Given the reactants Br[C:2]1[CH:7]=[CH:6][C:5]([O:8][CH2:9][CH:10]([CH3:12])[CH3:11])=[CH:4][N:3]=1.[CH3:13][N:14]1[CH:18]=[CH:17][C:16]([NH2:19])=[N:15]1, predict the reaction product. (4) Given the reactants [CH:1](OC)(OC)[O:2]C.[CH2:8]([C:11]1[CH:12]=[C:13]([CH2:16][CH2:17][C:18]([O:20][CH2:21][CH3:22])=[O:19])[NH:14][CH:15]=1)[CH2:9][CH3:10].O.[OH-].[Na+], predict the reaction product. The product is: [CH:1]([C:15]1[NH:14][C:13]([CH2:16][CH2:17][C:18]([O:20][CH2:21][CH3:22])=[O:19])=[CH:12][C:11]=1[CH2:8][CH2:9][CH3:10])=[O:2]. (5) Given the reactants [Cl:1][C:2]1[CH:3]=[CH:4][C:5]2[N:11]3[C:12]([C:15]([F:18])([F:17])[F:16])=[N:13][N:14]=[C:10]3[CH:9]([CH2:19][C:20]3[S:21][C:22]([CH2:25][CH2:26][C:27]([O:29]C)=[O:28])=[CH:23][N:24]=3)[CH2:8][CH:7]([C:31]3[CH:36]=[CH:35][CH:34]=[C:33]([O:37][CH3:38])[C:32]=3[O:39][CH3:40])[C:6]=2[CH:41]=1.C(=O)([O-])[O-].[K+].[K+].Cl, predict the reaction product. The product is: [Cl:1][C:2]1[CH:3]=[CH:4][C:5]2[N:11]3[C:12]([C:15]([F:17])([F:16])[F:18])=[N:13][N:14]=[C:10]3[C@@H:9]([CH2:19][C:20]3[S:21][C:22]([CH2:25][CH2:26][C:27]([OH:29])=[O:28])=[CH:23][N:24]=3)[CH2:8][C@H:7]([C:31]3[CH:36]=[CH:35][CH:34]=[C:33]([O:37][CH3:38])[C:32]=3[O:39][CH3:40])[C:6]=2[CH:41]=1. (6) Given the reactants [H-].[Na+].[CH3:3][O:4][C:5]([CH2:7]P(OC)(OC)=O)=[O:6].[CH3:14][S:15][C:16]1[N:21]=[C:20]([NH:22][CH2:23][C:24]2[CH:29]=[CH:28][C:27]([O:30][CH3:31])=[C:26]([Cl:32])[CH:25]=2)[C:19]([CH:33]=O)=[CH:18][N:17]=1.OC[C@@H]1CCCN1C1N=C(NCC2C=CC(OC)=C(Cl)C=2)C(C=O)=CN=1, predict the reaction product. The product is: [CH3:14][S:15][C:16]1[N:21]=[C:20]([NH:22][CH2:23][C:24]2[CH:29]=[CH:28][C:27]([O:30][CH3:31])=[C:26]([Cl:32])[CH:25]=2)[C:19]([CH:33]=[CH:7][C:5]([O:4][CH3:3])=[O:6])=[CH:18][N:17]=1. (7) Given the reactants [Br:1][C:2]1[CH:7]=[CH:6][C:5]([CH:8]2[CH2:13][CH2:12][NH:11][CH2:10][CH2:9]2)=[CH:4][CH:3]=1.[C:14](O[C:14]([O:16][C:17]([CH3:20])([CH3:19])[CH3:18])=[O:15])([O:16][C:17]([CH3:20])([CH3:19])[CH3:18])=[O:15], predict the reaction product. The product is: [Br:1][C:2]1[CH:7]=[CH:6][C:5]([CH:8]2[CH2:9][CH2:10][N:11]([C:14]([O:16][C:17]([CH3:20])([CH3:19])[CH3:18])=[O:15])[CH2:12][CH2:13]2)=[CH:4][CH:3]=1. (8) The product is: [OH:2][C:3]1[CH:4]=[C:5]2[C:9](=[CH:10][CH:11]=1)[N:8]([CH3:12])[CH:7]=[C:6]2[CH2:13][C:14]([O:16][CH3:22])=[O:15]. Given the reactants C[O:2][C:3]1[CH:4]=[C:5]2[C:9](=[CH:10][CH:11]=1)[N:8]([CH3:12])[CH:7]=[C:6]2[CH2:13][C:14]([O-:16])=[O:15].B(Br)(Br)Br.Cl[CH2:22]Cl, predict the reaction product. (9) Given the reactants C(N(C(C)C)CC)(C)C.[CH3:10][O:11][C:12]1[C:17]2[C:18](=[O:32])[O:19][C:20]([C:22]3[C:31]4[C:26](=[CH:27][CH:28]=[CH:29][CH:30]=4)[CH:25]=[CH:24][CH:23]=3)=[N:21][C:16]=2[CH:15]=[CH:14][CH:13]=1.[CH:33]1([CH2:39][NH2:40])[CH2:38][CH2:37][CH2:36][CH2:35][CH2:34]1, predict the reaction product. The product is: [CH:33]1([CH2:39][NH:40][C:18]([C:17]2[C:12]([O:11][CH3:10])=[CH:13][CH:14]=[CH:15][C:16]=2[NH:21][C:20]([C:22]2[C:31]3[C:26](=[CH:27][CH:28]=[CH:29][CH:30]=3)[CH:25]=[CH:24][CH:23]=2)=[O:19])=[O:32])[CH2:38][CH2:37][CH2:36][CH2:35][CH2:34]1.